From a dataset of Forward reaction prediction with 1.9M reactions from USPTO patents (1976-2016). Predict the product of the given reaction. (1) Given the reactants C(OC([N:8]([CH2:21][CH:22]1[CH2:27][CH2:26][N:25]([C:28](=[O:43])[CH2:29][CH2:30][C:31]([NH:33][C:34]2[CH:42]=[CH:41][C:37]([C:38]([OH:40])=[O:39])=[CH:36][CH:35]=2)=[O:32])[CH2:24][CH:23]1[C:44]1[CH:49]=[CH:48][CH:47]=[C:46]([F:50])[CH:45]=1)[C@@H:9]([C:11]1[C:20]2[C:15](=[CH:16][CH:17]=[CH:18][CH:19]=2)[CH:14]=[CH:13][CH:12]=1)[CH3:10])=O)(C)(C)C.[ClH:51].C(OCC)(=O)C.C(OC(C)C)(C)C, predict the reaction product. The product is: [ClH:51].[F:50][C:46]1[CH:45]=[C:44]([CH:23]2[CH:22]([CH2:21][NH:8][C@@H:9]([C:11]3[C:20]4[C:15](=[CH:16][CH:17]=[CH:18][CH:19]=4)[CH:14]=[CH:13][CH:12]=3)[CH3:10])[CH2:27][CH2:26][N:25]([C:28](=[O:43])[CH2:29][CH2:30][C:31]([NH:33][C:34]3[CH:42]=[CH:41][C:37]([C:38]([OH:40])=[O:39])=[CH:36][CH:35]=3)=[O:32])[CH2:24]2)[CH:49]=[CH:48][CH:47]=1. (2) Given the reactants [N:1]1[CH:6]=[CH:5][CH:4]=[CH:3][C:2]=1[C:7]1[N:11]=[C:10]([C:12]2[CH:17]=[C:16]([OH:18])[CH:15]=[C:14]([C:19]#[N:20])[CH:13]=2)[O:9][N:8]=1.C(=O)([O-])[O-].[K+].[K+].Br[CH2:28][C:29]([O:31][CH3:32])=[O:30], predict the reaction product. The product is: [N:1]1[CH:6]=[CH:5][CH:4]=[CH:3][C:2]=1[C:7]1[N:11]=[C:10]([C:12]2[CH:17]=[C:16]([O:18][CH2:28][C:29]([O:31][CH3:32])=[O:30])[CH:15]=[C:14]([C:19]#[N:20])[CH:13]=2)[O:9][N:8]=1.